Dataset: Full USPTO retrosynthesis dataset with 1.9M reactions from patents (1976-2016). Task: Predict the reactants needed to synthesize the given product. (1) Given the product [CH3:26][N:25]1[CH2:27][CH2:28][N:1]([C:2]2[CH:3]=[CH:4][CH:5]=[C:6]3[C:11]=2[N:10]=[CH:9][C:8]([S:12]([C:15]2[CH:16]=[CH:17][CH:18]=[CH:19][CH:20]=2)(=[O:14])=[O:13])=[CH:7]3)[CH2:23][CH2:24]1, predict the reactants needed to synthesize it. The reactants are: [NH2:1][C:2]1[CH:3]=[CH:4][CH:5]=[C:6]2[C:11]=1[N:10]=[CH:9][C:8]([S:12]([C:15]1[CH:20]=[CH:19][CH:18]=[CH:17][CH:16]=1)(=[O:14])=[O:13])=[CH:7]2.Cl.Cl[CH2:23][CH2:24][N:25]([CH2:27][CH2:28]Cl)[CH3:26].C(=O)([O-])[O-].[Na+].[Na+].C(=O)(O)[O-].[Na+].S([O-])([O-])(=O)=S.[Na+].[Na+]. (2) The reactants are: [NH2:1][C:2]1[CH:7]=[CH:6][C:5]([C:8]([N:10]2[CH2:15][CH2:14][NH:13][CH2:12][CH2:11]2)=[O:9])=[CH:4][C:3]=1[Cl:16].Br[CH2:18][C:19]1[CH:24]=[CH:23][C:22]([C:25]([OH:34])([C:30]([F:33])([F:32])[F:31])[C:26]([F:29])([F:28])[F:27])=[CH:21][CH:20]=1.C(=O)([O-])O.[Na+]. Given the product [NH2:1][C:2]1[CH:7]=[CH:6][C:5]([C:8]([N:10]2[CH2:11][CH2:12][N:13]([CH2:18][C:19]3[CH:20]=[CH:21][C:22]([C:25]([OH:34])([C:26]([F:27])([F:28])[F:29])[C:30]([F:31])([F:32])[F:33])=[CH:23][CH:24]=3)[CH2:14][CH2:15]2)=[O:9])=[CH:4][C:3]=1[Cl:16], predict the reactants needed to synthesize it. (3) Given the product [CH2:1]([O:8][C:9]1[CH:10]=[CH:11][C:12]([O:15][CH2:25][C:24]([CH3:26])=[CH2:23])=[CH:13][CH:14]=1)[C:2]1[CH:3]=[CH:4][CH:5]=[CH:6][CH:7]=1, predict the reactants needed to synthesize it. The reactants are: [CH2:1]([O:8][C:9]1[CH:14]=[CH:13][C:12]([OH:15])=[CH:11][CH:10]=1)[C:2]1[CH:7]=[CH:6][CH:5]=[CH:4][CH:3]=1.C([O-])([O-])=O.[K+].[K+].Cl[CH2:23][C:24]([CH3:26])=[CH2:25]. (4) Given the product [C:1]([O:5][C:6](=[O:18])[NH:7][C:8]1[CH:13]=[CH:12][C:11]([C:27]#[C:26][C:21]2[CH:22]=[CH:23][CH:24]=[CH:25][C:20]=2[Cl:19])=[CH:10][C:9]=1[N+:15]([O-:17])=[O:16])([CH3:4])([CH3:3])[CH3:2], predict the reactants needed to synthesize it. The reactants are: [C:1]([O:5][C:6](=[O:18])[NH:7][C:8]1[CH:13]=[CH:12][C:11](I)=[CH:10][C:9]=1[N+:15]([O-:17])=[O:16])([CH3:4])([CH3:3])[CH3:2].[Cl:19][C:20]1[CH:25]=[CH:24][CH:23]=[CH:22][C:21]=1[C:26]#[CH:27]. (5) Given the product [C:16]1([CH2:15][CH2:14][CH2:13][CH2:12][CH2:11][CH2:10][C:9]([C:22]2[O:23][C:24]([C:27]3[CH:28]=[C:29]([CH:33]=[CH:34][CH:35]=3)[C:30]([NH2:32])=[O:31])=[CH:25][N:26]=2)=[O:8])[CH:21]=[CH:20][CH:19]=[CH:18][CH:17]=1, predict the reactants needed to synthesize it. The reactants are: [Si]([O:8][CH:9]([C:22]1[O:23][C:24]([C:27]2[CH:28]=[C:29]([CH:33]=[CH:34][CH:35]=2)[C:30]([NH2:32])=[O:31])=[CH:25][N:26]=1)[CH2:10][CH2:11][CH2:12][CH2:13][CH2:14][CH2:15][C:16]1[CH:21]=[CH:20][CH:19]=[CH:18][CH:17]=1)(C(C)(C)C)(C)C.[Si](OC(C1OC([Sn](CCCC)(CCCC)CCCC)=CN=1)CCCCCCC1C=CC=CC=1)(C(C)(C)C)(C)C.BrC1C=C(C=CC=1)C(N)=O.